Dataset: Reaction yield outcomes from USPTO patents with 853,638 reactions. Task: Predict the reaction yield, written as a fraction of the theoretical maximum amount of product (1.0 means a 100% yield; for example, 0.34 means a 34% yield). (1) The reactants are [C:1]([N:4]1[C:13]2[C:8](=[CH:9][C:10](Br)=[CH:11][CH:12]=2)[C@H:7]([NH:15][C:16](=[O:21])[O:17][CH:18]([CH3:20])[CH3:19])[CH2:6][C@@H:5]1[CH3:22])(=[O:3])[CH3:2].CC1(C)C(C)(C)OB([C:31]2[CH:32]=[N:33][N:34]([CH2:36][CH2:37][OH:38])[CH:35]=2)O1.C([O-])([O-])=O.[K+].[K+].C(=O)=O. The catalyst is O1CCOCC1.C1C=CC([P]([Pd]([P](C2C=CC=CC=2)(C2C=CC=CC=2)C2C=CC=CC=2)([P](C2C=CC=CC=2)(C2C=CC=CC=2)C2C=CC=CC=2)[P](C2C=CC=CC=2)(C2C=CC=CC=2)C2C=CC=CC=2)(C2C=CC=CC=2)C2C=CC=CC=2)=CC=1.C1(C)C=CC=CC=1.CCO. The product is [C:1]([N:4]1[C:13]2[C:8](=[CH:9][C:10]([C:31]3[CH:32]=[N:33][N:34]([CH2:36][CH2:37][OH:38])[CH:35]=3)=[CH:11][CH:12]=2)[C@H:7]([NH:15][C:16](=[O:21])[O:17][CH:18]([CH3:20])[CH3:19])[CH2:6][C@@H:5]1[CH3:22])(=[O:3])[CH3:2]. The yield is 0.150. (2) The reactants are [CH3:1][C:2]1[N:7]=[C:6]([C:8]2[CH:13]=[CH:12][CH:11]=[CH:10][CH:9]=2)[N:5]([CH2:14][CH2:15][C:16]2[CH:21]=[CH:20][CH:19]=[CH:18][CH:17]=2)[C:4](=[O:22])[CH:3]=1.BrBr.C(O[CH2:29][CH3:30])(=O)C. The catalyst is C(O)(=O)C. The product is [CH3:1][C:2]1[N:7]=[C:6]([C:8]2[CH:13]=[CH:12][CH:11]=[CH:10][CH:9]=2)[N:5]([CH2:14][CH2:15][C:16]2[CH:21]=[CH:20][CH:19]=[CH:18][CH:17]=2)[C:4](=[O:22])[C:3]=1[C:30]1[CH:29]=[CH:4][CH:3]=[CH:2][CH:1]=1. The yield is 0.750. (3) The reactants are Cl[C:2]1[N:7]2[N:8]=[C:9](C)[CH:10]=[C:6]2[N:5]=[C:4]([NH:12][C:13](=[O:24])[C:14]2[CH:19]=[CH:18][C:17]([C:20]([OH:23])([CH3:22])[CH3:21])=[CH:16][CH:15]=2)[CH:3]=1.[N:25]1([CH:32]=[O:33])[CH2:31][CH2:30][CH2:29][NH:28][CH2:27][CH2:26]1. The catalyst is O1CCOCC1.CS(C)=O.CO. The product is [CH:32]([N:25]1[CH2:31][CH2:30][CH2:29][N:28]([C:2]2[N:7]3[N:8]=[CH:9][CH:10]=[C:6]3[N:5]=[C:4]([NH:12][C:13](=[O:24])[C:14]3[CH:15]=[CH:16][C:17]([C:20]([OH:23])([CH3:22])[CH3:21])=[CH:18][CH:19]=3)[CH:3]=2)[CH2:27][CH2:26]1)=[O:33]. The yield is 0.500. (4) The reactants are [CH3:1][O:2][C:3](=[O:24])[CH:4]([CH2:17][C:18]1[CH:23]=[CH:22][N:21]=[CH:20][N:19]=1)[C:5]([NH:7][C:8]1[CH:13]=[CH:12][C:11]([S:14][CH3:15])=[CH:10][C:9]=1[F:16])=O.C(N(C(C)C)CC)(C)C.O(Cl)Cl.[P+5]. The catalyst is O1CCOCC1. The product is [CH3:1][O:2][C:3]([C:4]1[CH:17]=[C:18]2[CH:23]=[CH:22][N:21]=[CH:20][N:19]2[C:5]=1[NH:7][C:8]1[CH:13]=[CH:12][C:11]([S:14][CH3:15])=[CH:10][C:9]=1[F:16])=[O:24]. The yield is 0.420. (5) The catalyst is C(O)(=O)C. The reactants are [CH:1]1[C:9]2[C:8]3[CH:10]=[CH:11][CH:12]=[CH:13][C:7]=3[S:6](=[O:15])(=[O:14])[C:5]=2[CH:4]=[CH:3][CH:2]=1.S(=O)(=O)(O)O.[N+:21]([O-])([OH:23])=[O:22]. The yield is 0.720. The product is [N+:21]([C:12]1[CH:11]=[CH:10][C:8]2[C:9]3[CH:1]=[CH:2][CH:3]=[CH:4][C:5]=3[S:6](=[O:15])(=[O:14])[C:7]=2[CH:13]=1)([O-:23])=[O:22]. (6) The catalyst is CO.[Zn]. The yield is 0.950. The product is [N:3]1[C:12]2[C:7](=[CH:8][CH:9]=[CH:10][C:11]=2[NH:13][S:14]([C:17]2[C:22]([NH2:23])=[CH:21][CH:20]=[CH:19][N:18]=2)(=[O:16])=[O:15])[CH:6]=[CH:5][CH:4]=1. The reactants are [NH4+].[Cl-].[N:3]1[C:12]2[C:7](=[CH:8][CH:9]=[CH:10][C:11]=2[NH:13][S:14]([C:17]2[C:22]([N+:23]([O-])=O)=[CH:21][CH:20]=[CH:19][N:18]=2)(=[O:16])=[O:15])[CH:6]=[CH:5][CH:4]=1.C1COCC1. (7) The reactants are [H-].[Na+].[NH:3]1[C:11]2[C:6](=[CH:7][CH:8]=[CH:9][CH:10]=2)[CH2:5][C:4]1=[O:12].[C:13]1([C:22]2[C:17](=[CH:18][CH:19]=[CH:20][CH:21]=2)[CH2:16][O:15]1)=O.Cl. The catalyst is CN(C=O)C.O. The product is [C:13]1(=[C:5]2[C:6]3[C:11](=[CH:10][CH:9]=[CH:8][CH:7]=3)[NH:3][C:4]2=[O:12])[C:22]2[C:17](=[CH:18][CH:19]=[CH:20][CH:21]=2)[CH2:16][O:15]1. The yield is 0.470. (8) The reactants are Cl[C:2]1[N:7]=[C:6]([Cl:8])[N:5]=[C:4]([N:9]2[CH2:14][CH2:13][O:12][CH2:11][CH2:10]2)[N:3]=1.[CH3:15][NH:16][C:17]([NH:19][C:20]1[CH:25]=[CH:24][C:23](B2OC(C)(C)C(C)(C)O2)=[CH:22][CH:21]=1)=[O:18].C([O-])([O-])=O.[Na+].[Na+]. The catalyst is COCCOC.C1C=CC([P]([Pd]([P](C2C=CC=CC=2)(C2C=CC=CC=2)C2C=CC=CC=2)([P](C2C=CC=CC=2)(C2C=CC=CC=2)C2C=CC=CC=2)[P](C2C=CC=CC=2)(C2C=CC=CC=2)C2C=CC=CC=2)(C2C=CC=CC=2)C2C=CC=CC=2)=CC=1. The product is [Cl:8][C:6]1[N:5]=[C:4]([N:9]2[CH2:14][CH2:13][O:12][CH2:11][CH2:10]2)[N:3]=[C:2]([C:23]2[CH:22]=[CH:21][C:20]([NH:19][C:17]([NH:16][CH3:15])=[O:18])=[CH:25][CH:24]=2)[N:7]=1. The yield is 0.340. (9) The reactants are Cl[C:2]1[C:11]2[C:6](=[CH:7][CH:8]=[C:9]([O:12][CH3:13])[CH:10]=2)[N:5]=[C:4]([C:14]2[CH:15]=[N:16][CH:17]=[CH:18][CH:19]=2)[N:3]=1.[F:20][C:21]1[CH:27]=[CH:26][CH:25]=[CH:24][C:22]=1[NH2:23]. The catalyst is CC(O)C. The product is [F:20][C:21]1[CH:27]=[CH:26][CH:25]=[CH:24][C:22]=1[NH:23][C:2]1[C:11]2[C:6](=[CH:7][CH:8]=[C:9]([O:12][CH3:13])[CH:10]=2)[N:5]=[C:4]([C:14]2[CH:15]=[N:16][CH:17]=[CH:18][CH:19]=2)[N:3]=1. The yield is 0.164.